From a dataset of Full USPTO retrosynthesis dataset with 1.9M reactions from patents (1976-2016). Predict the reactants needed to synthesize the given product. (1) Given the product [Cl:23][C:20]1[CH:21]=[CH:22][C:17]([C:10]2([NH:9][C:1](=[O:8])[C:2]3[CH:7]=[CH:6][CH:5]=[CH:4][CH:3]=3)[CH2:13][CH:12]([C:14](=[O:16])[N:35]([O:36][CH3:37])[CH3:34])[CH2:11]2)=[CH:18][CH:19]=1, predict the reactants needed to synthesize it. The reactants are: [C:1]([NH:9][C:10]1([C:17]2[CH:22]=[CH:21][C:20]([Cl:23])=[CH:19][CH:18]=2)[CH2:13][CH:12]([C:14]([OH:16])=O)[CH2:11]1)(=[O:8])[C:2]1[CH:7]=[CH:6][CH:5]=[CH:4][CH:3]=1.C(N(C(C)C)CC)(C)C.Cl.[CH3:34][NH:35][O:36][CH3:37].CN(C(ON1N=NC2C=CC=NC1=2)=[N+](C)C)C.F[P-](F)(F)(F)(F)F. (2) Given the product [C:1]([N:4]1[C:13]2[C:8](=[CH:9][C:10]([NH:14][C:15](=[O:23])[C:16]3[CH:21]=[CH:20][CH:19]=[CH:18][C:17]=3[O:22][S:34]([CH3:33])(=[O:36])=[O:35])=[CH:11][CH:12]=2)[C:7]([C:25]2[CH:30]=[CH:29][CH:28]=[CH:27][CH:26]=2)([CH3:24])[CH2:6][C:5]1([CH3:32])[CH3:31])(=[O:3])[CH3:2], predict the reactants needed to synthesize it. The reactants are: [C:1]([N:4]1[C:13]2[C:8](=[CH:9][C:10]([NH:14][C:15](=[O:23])[C:16]3[CH:21]=[CH:20][CH:19]=[CH:18][C:17]=3[OH:22])=[CH:11][CH:12]=2)[C:7]([C:25]2[CH:30]=[CH:29][CH:28]=[CH:27][CH:26]=2)([CH3:24])[CH2:6][C:5]1([CH3:32])[CH3:31])(=[O:3])[CH3:2].[CH3:33][S:34](Cl)(=[O:36])=[O:35]. (3) Given the product [CH2:1]([N:8]1[CH2:16][C@H:15]2[C@:10]([CH3:25])([CH2:11][CH2:12][C:13]3[C:20]([Cl:21])=[C:19]([CH:22]([CH3:23])[CH3:24])[CH:18]=[CH:17][C:14]=32)[CH2:9]1)[C:2]1[CH:7]=[CH:6][CH:5]=[CH:4][CH:3]=1, predict the reactants needed to synthesize it. The reactants are: [CH2:1]([N:8]1[CH2:16][C@H:15]2[C@:10]([CH3:25])([CH2:11][CH2:12][C:13]3[C:20]([Cl:21])=[C:19]([C:22]([CH3:24])=[CH2:23])[CH:18]=[CH:17][C:14]=32)[CH2:9]1)[C:2]1[CH:7]=[CH:6][CH:5]=[CH:4][CH:3]=1. (4) Given the product [ClH:40].[F:1][C:2]1[CH:3]=[C:4]([S:9]([N:12]2[C:16]([C:17]3[C:18]([F:23])=[N:19][CH:20]=[CH:21][CH:22]=3)=[CH:15][C:14]([CH2:24][NH:25][CH3:26])=[CH:13]2)(=[O:11])=[O:10])[CH:5]=[CH:6][C:7]=1[F:8], predict the reactants needed to synthesize it. The reactants are: [F:1][C:2]1[CH:3]=[C:4]([S:9]([N:12]2[C:16]([C:17]3[C:18]([F:23])=[N:19][CH:20]=[CH:21][CH:22]=3)=[CH:15][C:14]([CH2:24][N:25](C)[C:26](=O)OC(C)(C)C)=[CH:13]2)(=[O:11])=[O:10])[CH:5]=[CH:6][C:7]=1[F:8].C(OCC)(=O)C.[ClH:40]. (5) Given the product [F:33][CH:34]([F:38])[C:35]([N:27]1[CH2:28][CH2:29][CH:24]([N:21]2[CH2:22][CH2:23][CH:18]([C:16]3[O:15][N:14]=[C:13]([N:11]4[C:12]5[C:8](=[CH:7][CH:6]=[CH:5][C:4]=5[F:3])[C:9]([CH:30]([CH3:32])[CH3:31])=[N:10]4)[N:17]=3)[CH2:19][CH2:20]2)[CH2:25][CH2:26]1)=[O:36], predict the reactants needed to synthesize it. The reactants are: Cl.Cl.[F:3][C:4]1[CH:5]=[CH:6][CH:7]=[C:8]2[C:12]=1[N:11]([C:13]1[N:17]=[C:16]([CH:18]3[CH2:23][CH2:22][N:21]([CH:24]4[CH2:29][CH2:28][NH:27][CH2:26][CH2:25]4)[CH2:20][CH2:19]3)[O:15][N:14]=1)[N:10]=[C:9]2[CH:30]([CH3:32])[CH3:31].[F:33][CH:34]([F:38])[C:35](O)=[O:36].Cl.C(N=C=NCCCN(C)C)C.ON1C2C=CC=CC=2N=N1. (6) Given the product [CH2:1]([O:8][CH2:42][C:41]1[C:39](=[O:40])[NH:38][C:36](=[O:37])[N:35]([CH:43]=1)[C@@H:27]1[O:34][C@H:31]([CH2:32][OH:33])[C@@H:29]([OH:30])[CH2:28]1)[C:2]1[CH:7]=[CH:6][CH:5]=[CH:4][CH:3]=1, predict the reactants needed to synthesize it. The reactants are: [CH2:1]([O:8]C1C(=O)NC(=O)N(C=1)[C@@H]1O[C@H](CO)[C@@H](O)C1)[C:2]1[CH:7]=[CH:6][CH:5]=[CH:4][CH:3]=1.[H][H].[C@@H:27]1([N:35]2[CH:43]=[C:41]([CH3:42])[C:39](=[O:40])[NH:38][C:36]2=[O:37])[O:34][C@H:31]([CH2:32][OH:33])[C@@H:29]([OH:30])[CH2:28]1. (7) Given the product [OH:1][C:2]1[CH:3]=[C:4]2[C:10]([C:11]([O:13][CH3:23])=[O:12])=[N:9][NH:8][C:5]2=[N:6][CH:7]=1, predict the reactants needed to synthesize it. The reactants are: [OH:1][C:2]1[CH:3]=[C:4]2[C:10]([C:11]([OH:13])=[O:12])=[N:9][N:8](COCC[Si](C)(C)C)[C:5]2=[N:6][CH:7]=1.Cl.[C:23](=O)(O)[O-].[Na+]. (8) Given the product [S:46]1[CH:47]=[CH:48][N:49]=[C:45]1[NH:44][C:41]([C:33]1[C:32]2[C:36](=[CH:37][C:29]([Cl:28])=[CH:30][CH:31]=2)[N:35]([CH:38]([CH3:39])[CH3:40])[CH:34]=1)=[O:43], predict the reactants needed to synthesize it. The reactants are: C1(P(C2C=CC=CC=2)C2C=CC=CC=2)C=CC=CC=1.BrN1C(=O)CCC1=O.[Cl:28][C:29]1[CH:37]=[C:36]2[C:32]([C:33]([C:41]([OH:43])=O)=[CH:34][N:35]2[CH:38]([CH3:40])[CH3:39])=[CH:31][CH:30]=1.[NH2:44][C:45]1[S:46][CH:47]=[CH:48][N:49]=1.